This data is from Full USPTO retrosynthesis dataset with 1.9M reactions from patents (1976-2016). The task is: Predict the reactants needed to synthesize the given product. (1) Given the product [Cl:1][C:2]1[C:11]([S:12]([NH:23][CH3:22])(=[O:14])=[O:13])=[CH:10][CH:9]=[CH:8][C:3]=1[C:4]([O:6][CH3:7])=[O:5], predict the reactants needed to synthesize it. The reactants are: [Cl:1][C:2]1[C:11]([S:12](Cl)(=[O:14])=[O:13])=[CH:10][CH:9]=[CH:8][C:3]=1[C:4]([O:6][CH3:7])=[O:5].C([O-])([O-])=O.[K+].[K+].[CH3:22][NH2:23].C1COCC1. (2) Given the product [C:2]1([CH:1]=[C:15]2[S:9][C:10](=[S:11])[NH:12][C:13]2=[O:14])[CH:7]=[CH:6][CH:5]=[CH:4][CH:3]=1, predict the reactants needed to synthesize it. The reactants are: [CH:1](=O)[C:2]1[CH:7]=[CH:6][CH:5]=[CH:4][CH:3]=1.[S:9]1[CH2:15][C:13](=[O:14])[NH:12][C:10]1=[S:11].C([O-])(=O)C.[Na+].O. (3) Given the product [F:1][CH:2]([F:10])[C:3]1[CH:4]=[C:5]([N:6]2[CH:30]=[C:20]([CH2:19][OH:18])[N:21]=[CH:24]2)[CH:7]=[CH:8][CH:9]=1, predict the reactants needed to synthesize it. The reactants are: [F:1][CH:2]([F:10])[C:3]1[CH:4]=[C:5]([CH:7]=[CH:8][CH:9]=1)[NH2:6].C([O:18][CH2:19][CH3:20])(OCC)OCC.[N+:21]([CH2:24]C(OCC)=O)([O-])=O.[C:30](O)(=O)C. (4) Given the product [Cl:1][C:2]1[CH:3]=[CH:4][C:5]([O:22][CH:23]([F:24])[F:25])=[C:6]([C:8]2[N:12]([CH2:13][O:14][CH2:15][CH2:16][Si:17]([CH3:20])([CH3:18])[CH3:19])[N:11]=[CH:10][C:9]=2[NH:21][C:35]([C:28]2[CH:27]=[N:26][N:30]3[CH:31]=[CH:32][CH:33]=[N:34][C:29]=23)=[O:36])[CH:7]=1, predict the reactants needed to synthesize it. The reactants are: [Cl:1][C:2]1[CH:3]=[CH:4][C:5]([O:22][CH:23]([F:25])[F:24])=[C:6]([C:8]2[N:12]([CH2:13][O:14][CH2:15][CH2:16][Si:17]([CH3:20])([CH3:19])[CH3:18])[N:11]=[CH:10][C:9]=2[NH2:21])[CH:7]=1.[N:26]1[N:30]2[CH:31]=[CH:32][CH:33]=[N:34][C:29]2=[C:28]([C:35](Cl)=[O:36])[CH:27]=1.CCN(C(C)C)C(C)C. (5) Given the product [CH3:31][CH:30]1[CH2:29][CH2:28][N:27]([S:32]([C:35]2[CH:36]=[CH:37][C:38]([CH3:39])=[CH:40][CH:41]=2)(=[O:34])=[O:33])[CH2:26][CH:25]([NH:42][C:43](=[O:50])[C:44]2[CH:49]=[CH:48][CH:47]=[CH:46][N:45]=2)[C:24]1=[O:23], predict the reactants needed to synthesize it. The reactants are: CC(OI1(OC(C)=O)(OC(C)=O)OC(=O)C2C=CC=CC1=2)=O.[OH:23][CH:24]1[CH:30]([CH3:31])[CH2:29][CH2:28][N:27]([S:32]([C:35]2[CH:41]=[CH:40][C:38]([CH3:39])=[CH:37][CH:36]=2)(=[O:34])=[O:33])[CH2:26][CH:25]1[NH:42][C:43](=[O:50])[C:44]1[CH:49]=[CH:48][CH:47]=[CH:46][N:45]=1.[OH-].[Na+]. (6) The reactants are: C(O[C:5]([CH3:9])([C:7]#[CH:8])[CH3:6])(=O)C.C(N(CC)CC)C.[CH3:17][N:18]([CH3:22])[CH2:19][CH2:20][NH2:21]. Given the product [CH3:17][N:18]([CH3:22])[CH2:19][CH2:20][NH:21][C:5]([CH3:6])([C:7]#[CH:8])[CH3:9], predict the reactants needed to synthesize it. (7) The reactants are: C(O[C:6](=O)[N:7]([CH:9]([C:11](=[O:42])[NH:12][CH:13]([C:18]([N:20]1[CH2:24][CH2:23][CH:22]2[N:25]([C:38](=[O:41])[NH:39][CH3:40])[CH2:26][CH:27]([CH2:28][O:29][C:30]3[CH:35]=[CH:34][C:33]([F:36])=[C:32]([F:37])[CH:31]=3)[CH:21]12)=[O:19])[C:14]([CH3:17])([CH3:16])[CH3:15])[CH3:10])C)(C)(C)C.C(O)(C(F)(F)F)=O. Given the product [CH3:40][NH:39][C:38]([N:25]1[CH2:26][CH:27]([CH2:28][O:29][C:30]2[CH:35]=[CH:34][C:33]([F:36])=[C:32]([F:37])[CH:31]=2)[CH:21]2[N:20]([C:18](=[O:19])[CH:13]([NH:12][C:11](=[O:42])[CH:9]([NH:7][CH3:6])[CH3:10])[C:14]([CH3:16])([CH3:17])[CH3:15])[CH2:24][CH2:23][CH:22]12)=[O:41], predict the reactants needed to synthesize it. (8) Given the product [F:12][C:11]([F:14])([F:13])[C:8]1[N:7]=[CH:6][C:5]([CH:3]([S:2]([CH3:1])=[N:17][C:16]#[N:15])[CH3:4])=[CH:10][CH:9]=1, predict the reactants needed to synthesize it. The reactants are: [CH3:1][S:2][CH:3]([C:5]1[CH:6]=[N:7][C:8]([C:11]([F:14])([F:13])[F:12])=[CH:9][CH:10]=1)[CH3:4].[N:15]#[C:16][NH2:17].C(O)(=O)C.C(O)(=O)C.IC1C=CC=CC=1. (9) Given the product [CH2:13]([O:12][C:10]1[CH:11]=[C:6]([O:2][CH3:1])[C:7]([N+:16]([O-:18])=[O:17])=[CH:8][C:9]=1[CH3:19])[CH3:14], predict the reactants needed to synthesize it. The reactants are: [CH3:1][O-:2].[Na+].[Na].Cl[C:6]1[CH:11]=[C:10]([O:12][CH2:13][CH3:14])[CH:9]=[C:8](C)[C:7]=1[N+:16]([O-:18])=[O:17].[CH3:19]O. (10) Given the product [CH3:1][N:2]([CH3:31])[C:3]1[N:12]=[C:11]([NH:13][CH2:14][C:15]2[CH:16]=[CH:17][C:18]([NH:21][C:22]([CH:24]3[CH2:29][CH2:28][N:27]([CH2:36][C:35]4[CH:38]=[CH:39][CH:40]=[C:33]([F:32])[CH:34]=4)[CH2:26][CH2:25]3)=[O:23])=[CH:19][CH:20]=2)[C:10]2[C:5](=[CH:6][C:7]([CH3:30])=[CH:8][CH:9]=2)[N:4]=1, predict the reactants needed to synthesize it. The reactants are: [CH3:1][N:2]([CH3:31])[C:3]1[N:12]=[C:11]([NH:13][CH2:14][C:15]2[CH:20]=[CH:19][C:18]([NH:21][C:22]([CH:24]3[CH2:29][CH2:28][NH:27][CH2:26][CH2:25]3)=[O:23])=[CH:17][CH:16]=2)[C:10]2[C:5](=[CH:6][C:7]([CH3:30])=[CH:8][CH:9]=2)[N:4]=1.[F:32][C:33]1[CH:34]=[C:35]([CH:38]=[CH:39][CH:40]=1)[CH:36]=O.Cl.